From a dataset of Reaction yield outcomes from USPTO patents with 853,638 reactions. Predict the reaction yield, written as a fraction of the theoretical maximum amount of product (1.0 means a 100% yield; for example, 0.34 means a 34% yield). (1) The reactants are Br[C:2]1[CH:3]=[C:4]([N:22]([CH:25]2[CH2:29][CH2:28][CH2:27][CH2:26]2)[CH2:23][CH3:24])[C:5]([CH3:21])=[C:6]([CH:20]=1)[C:7]([NH:9][CH2:10][C:11]1[C:12](=[O:19])[NH:13][C:14]([CH3:18])=[CH:15][C:16]=1[CH3:17])=[O:8].[O:30]1[CH2:35][CH2:34][N:33]([CH2:36][C:37]2[CH:42]=[CH:41][C:40](B(O)O)=[CH:39][CH:38]=2)[CH2:32][CH2:31]1.C([O-])([O-])=O.[Na+].[Na+]. The catalyst is O1CCOCC1.O.C1C=CC([P]([Pd]([P](C2C=CC=CC=2)(C2C=CC=CC=2)C2C=CC=CC=2)([P](C2C=CC=CC=2)(C2C=CC=CC=2)C2C=CC=CC=2)[P](C2C=CC=CC=2)(C2C=CC=CC=2)C2C=CC=CC=2)(C2C=CC=CC=2)C2C=CC=CC=2)=CC=1. The product is [CH:25]1([N:22]([CH2:23][CH3:24])[C:4]2[C:5]([CH3:21])=[C:6]([C:7]([NH:9][CH2:10][C:11]3[C:12](=[O:19])[NH:13][C:14]([CH3:18])=[CH:15][C:16]=3[CH3:17])=[O:8])[CH:20]=[C:2]([C:40]3[CH:39]=[CH:38][C:37]([CH2:36][N:33]4[CH2:34][CH2:35][O:30][CH2:31][CH2:32]4)=[CH:42][CH:41]=3)[CH:3]=2)[CH2:29][CH2:28][CH2:27][CH2:26]1. The yield is 0.410. (2) The reactants are [F:1][C:2]1[CH:7]=[CH:6][C:5]([C:8]2[C:12]([CH2:13][O:14][C:15]3[CH:23]=[CH:22][C:18]([C:19]([OH:21])=O)=[CH:17][N:16]=3)=[C:11]([CH3:24])[O:10][N:9]=2)=[CH:4][CH:3]=1.[CH:25]12[CH2:31][CH:29]([O:30]1)[CH2:28][NH:27][CH2:26]2. No catalyst specified. The product is [F:1][C:2]1[CH:3]=[CH:4][C:5]([C:8]2[C:12]([CH2:13][O:14][C:15]3[N:16]=[CH:17][C:18]([C:19]([N:27]4[CH2:26][C@@H:25]5[CH2:31][C@@H:29]([O:30]5)[CH2:28]4)=[O:21])=[CH:22][CH:23]=3)=[C:11]([CH3:24])[O:10][N:9]=2)=[CH:6][CH:7]=1. The yield is 0.220. (3) The reactants are [F:1][C:2]1[CH:23]=[CH:22][C:5]([C:6]([NH:8][CH2:9][C:10]2[S:11][C:12]3[C:18]([F:19])=[CH:17][C:16]([F:20])=[C:15]([F:21])[C:13]=3[N:14]=2)=[O:7])=[C:4]([OH:24])[CH:3]=1.C([O-])([O-])=O.[K+].[K+].Br[CH2:32][C:33]([O:35][CH2:36][CH3:37])=[O:34].Cl. The catalyst is CC(C)=O.C(OCC)(=O)C. The product is [CH2:36]([O:35][C:33](=[O:34])[CH2:32][O:24][C:4]1[CH:3]=[C:2]([F:1])[CH:23]=[CH:22][C:5]=1[C:6](=[O:7])[NH:8][CH2:9][C:10]1[S:11][C:12]2[C:18]([F:19])=[CH:17][C:16]([F:20])=[C:15]([F:21])[C:13]=2[N:14]=1)[CH3:37]. The yield is 0.810. (4) The reactants are [Cl:1][C:2]1[C:11]([CH3:12])=[CH:10][C:9]([N+:13]([O-])=O)=[C:8]2[C:3]=1[CH:4]=[CH:5][CH:6]=[N:7]2.[Sn](Cl)Cl. The catalyst is Cl. The product is [Cl:1][C:2]1[C:11]([CH3:12])=[CH:10][C:9]([NH2:13])=[C:8]2[C:3]=1[CH:4]=[CH:5][CH:6]=[N:7]2. The yield is 0.620. (5) The product is [CH2:42]([O:41][C:39](=[O:40])[CH2:38][CH2:37][CH2:36][CH2:35][CH2:34][O:28][CH2:27][CH2:26][O:25][CH2:24][CH2:23][O:22][CH2:21][CH2:20][O:19][CH2:18][CH2:17][O:16][CH2:15][CH2:14][O:13][CH2:12][CH2:11][O:10][CH2:3][C:4]1[CH:5]=[CH:6][CH:7]=[CH:8][CH:9]=1)[CH3:43]. The yield is 0.440. The reactants are [H-].[Na+].[CH2:3]([O:10][CH2:11][CH2:12][O:13][CH2:14][CH2:15][O:16][CH2:17][CH2:18][O:19][CH2:20][CH2:21][O:22][CH2:23][CH2:24][O:25][CH2:26][CH2:27][OH:28])[C:4]1[CH:9]=[CH:8][CH:7]=[CH:6][CH:5]=1.CS(O[CH2:34][CH2:35][CH2:36][CH2:37][CH2:38][C:39]([O:41][CH2:42][CH3:43])=[O:40])(=O)=O. The catalyst is C1(C)C=CC=CC=1.